From a dataset of Catalyst prediction with 721,799 reactions and 888 catalyst types from USPTO. Predict which catalyst facilitates the given reaction. (1) The catalyst class is: 3. Product: [CH2:12]([O:1][C:2]1[CH:9]=[CH:8][C:5]([C:6]#[N:7])=[CH:4][CH:3]=1)[C:13]1[CH:18]=[CH:17][CH:16]=[CH:15][CH:14]=1. Reactant: [OH:1][C:2]1[CH:9]=[CH:8][C:5]([C:6]#[N:7])=[CH:4][CH:3]=1.[OH-].[K+].[CH2:12](Cl)[C:13]1[CH:18]=[CH:17][CH:16]=[CH:15][CH:14]=1. (2) Reactant: [O:1]1[C:6]2[CH:7]=[CH:8][CH:9]=[CH:10][C:5]=2[O:4][CH2:3][C@@H:2]1[C:11]([N:13]1[CH2:18][CH2:17][CH2:16][C@H:15]([C:19]2[CH:24]=[CH:23][CH:22]=[CH:21][C:20]=2[F:25])[CH2:14]1)=O. Product: [O:1]1[C:6]2[CH:7]=[CH:8][CH:9]=[CH:10][C:5]=2[O:4][CH2:3][C@@H:2]1[CH2:11][N:13]1[CH2:18][CH2:17][CH2:16][C@H:15]([C:19]2[CH:24]=[CH:23][CH:22]=[CH:21][C:20]=2[F:25])[CH2:14]1. The catalyst class is: 1. (3) Reactant: I[C:2]1[CH:14]=[CH:13][C:5]([C:6]([O:8][C:9]([CH3:12])([CH3:11])[CH3:10])=[O:7])=[CH:4][CH:3]=1.C([Mg]Br)(C)C.[C:20]([C:28]([O:30][CH2:31][CH3:32])=[O:29])(=[O:27])[C:21]1[CH:26]=[CH:25][CH:24]=[CH:23][CH:22]=1. Product: [C:9]([O:8][C:6]([C:5]1[CH:13]=[CH:14][C:2]([C:20]([OH:27])([C:21]2[CH:22]=[CH:23][CH:24]=[CH:25][CH:26]=2)[C:28]([O:30][CH2:31][CH3:32])=[O:29])=[CH:3][CH:4]=1)=[O:7])([CH3:12])([CH3:11])[CH3:10]. The catalyst class is: 1. (4) Reactant: C(OC([NH:8][C@@H:9]([C:48]([CH3:52])([S:50][CH3:51])[CH3:49])[C:10]([N:12]1[C@H:21]([C:22](=[O:34])[NH:23][C@H:24]2[C:33]3[C:28](=[CH:29][CH:30]=[CH:31][CH:32]=3)[CH2:27][CH2:26][CH2:25]2)[CH2:20][C:19]2[C:14](=[CH:15][C:16]([NH:35][C:36]([C:38]3[CH:47]=[CH:46][C:41]([C:42]([O:44][CH3:45])=[O:43])=[CH:40][CH:39]=3)=[O:37])=[CH:17][CH:18]=2)[CH2:13]1)=[O:11])=O)(C)(C)C.[C:53]([OH:59])([C:55]([F:58])([F:57])[F:56])=[O:54]. Product: [NH2:8][C@@H:9]([C:48]([CH3:52])([S:50][CH3:51])[CH3:49])[C:10]([N:12]1[C@H:21]([C:22](=[O:34])[NH:23][C@H:24]2[C:33]3[C:28](=[CH:29][CH:30]=[CH:31][CH:32]=3)[CH2:27][CH2:26][CH2:25]2)[CH2:20][C:19]2[C:14](=[CH:15][C:16]([NH:35][C:36]([C:38]3[CH:39]=[CH:40][C:41]([C:42]([O:44][CH3:45])=[O:43])=[CH:46][CH:47]=3)=[O:37])=[CH:17][CH:18]=2)[CH2:13]1)=[O:11].[C:53]([OH:59])([C:55]([F:58])([F:57])[F:56])=[O:54]. The catalyst class is: 2. (5) Reactant: [Cl:1][C:2]1[N:7]=[CH:6][C:5]([C:8]2[CH:9]=[C:10]([CH:16]=[CH:17][CH:18]=2)[C:11]([O:13][CH2:14][CH3:15])=[O:12])=[CH:4][C:3]=1[N+:19]([O-])=O.O.O.[Sn](Cl)Cl.[NH4+].[OH-].C([O-])([O-])=O.[Na+].[Na+]. Product: [NH2:19][C:3]1[CH:4]=[C:5]([C:8]2[CH:9]=[C:10]([CH:16]=[CH:17][CH:18]=2)[C:11]([O:13][CH2:14][CH3:15])=[O:12])[CH:6]=[N:7][C:2]=1[Cl:1]. The catalyst class is: 13. (6) The catalyst class is: 888. Product: [CH2:1]([O:8][C:9]1[C:10]([CH:22]2[CH2:27][CH2:26][CH2:25][CH2:24][CH2:23]2)=[CH:11][C:12]([C:18]([F:21])([F:19])[F:20])=[C:13]([CH:14]=1)[NH2:15])[C:2]1[CH:3]=[CH:4][CH:5]=[CH:6][CH:7]=1. Reactant: [CH2:1]([O:8][C:9]1[CH:14]=[C:13]([N+:15]([O-])=O)[C:12]([C:18]([F:21])([F:20])[F:19])=[CH:11][C:10]=1[CH:22]1[CH2:27][CH2:26][CH2:25][CH2:24][CH2:23]1)[C:2]1[CH:7]=[CH:6][CH:5]=[CH:4][CH:3]=1.[BH4-].[Na+].